From a dataset of Catalyst prediction with 721,799 reactions and 888 catalyst types from USPTO. Predict which catalyst facilitates the given reaction. Reactant: [Si:1]([O:8][CH2:9][CH2:10][C:11]1[N:12]=[CH:13][N:14](C(C2C=CC=CC=2)(C2C=CC=CC=2)C2C=CC=CC=2)[CH:15]=1)([C:4]([CH3:7])([CH3:6])[CH3:5])([CH3:3])[CH3:2].[CH3:35][O:36][C:37](=[O:49])[CH:38](Br)[C:39]1[CH:44]=[CH:43][C:42]([O:45][CH3:46])=[C:41]([F:47])[CH:40]=1.CO.N(CC)CC. Product: [CH3:35][O:36][C:37](=[O:49])[CH:38]([N:12]1[C:11]([CH2:10][CH2:9][O:8][Si:1]([C:4]([CH3:7])([CH3:6])[CH3:5])([CH3:3])[CH3:2])=[CH:15][N:14]=[CH:13]1)[C:39]1[CH:44]=[CH:43][C:42]([O:45][CH3:46])=[C:41]([F:47])[CH:40]=1. The catalyst class is: 23.